This data is from Reaction yield outcomes from USPTO patents with 853,638 reactions. The task is: Predict the reaction yield, written as a fraction of the theoretical maximum amount of product (1.0 means a 100% yield; for example, 0.34 means a 34% yield). (1) The reactants are Br[C:2]1[CH:3]=[C:4]([CH:8]2[O:13]CCCO2)[CH:5]=[CH:6][CH:7]=1.[CH3:14][CH:15]1[O:20][CH:19]([CH3:21])[CH2:18][NH:17][CH2:16]1.CC([O-])(C)C.[Na+].Cl.[OH-].[Na+]. The catalyst is C1(C)C=CC=CC=1.C1C=CC(/C=C/C(/C=C/C2C=CC=CC=2)=O)=CC=1.C1C=CC(/C=C/C(/C=C/C2C=CC=CC=2)=O)=CC=1.C1C=CC(/C=C/C(/C=C/C2C=CC=CC=2)=O)=CC=1.[Pd].[Pd].C1C=CC(P(C2C(C3C(P(C4C=CC=CC=4)C4C=CC=CC=4)=CC=C4C=3C=CC=C4)=C3C(C=CC=C3)=CC=2)C2C=CC=CC=2)=CC=1. The product is [CH3:21][CH:19]1[CH2:18][N:17]([C:2]2[CH:3]=[C:4]([CH:5]=[CH:6][CH:7]=2)[CH:8]=[O:13])[CH2:16][CH:15]([CH3:14])[O:20]1. The yield is 0.720. (2) The reactants are Cl[C:2]1[C:11]2[C:6](=[CH:7][CH:8]=[CH:9][CH:10]=2)[C:5]([N:12]2[CH2:17][CH2:16][N:15]([C:18]([O:20][C:21]([CH3:24])([CH3:23])[CH3:22])=[O:19])[CH2:14][C@@H:13]2[CH3:25])=[N:4][N:3]=1.[C:26]([C:28]1[CH:33]=[CH:32][C:31](B(O)O)=[CH:30][CH:29]=1)#[N:27].C(=O)([O-])[O-].[Cs+].[Cs+]. The yield is 0.940. The product is [C:26]([C:28]1[CH:33]=[CH:32][C:31]([C:2]2[C:11]3[C:6](=[CH:7][CH:8]=[CH:9][CH:10]=3)[C:5]([N:12]3[CH2:17][CH2:16][N:15]([C:18]([O:20][C:21]([CH3:24])([CH3:23])[CH3:22])=[O:19])[CH2:14][C@@H:13]3[CH3:25])=[N:4][N:3]=2)=[CH:30][CH:29]=1)#[N:27]. The catalyst is O1CCOCC1.O. (3) The reactants are [CH3:1][C:2]([CH3:5])([O-])[CH3:3].[K+].[S:7]1[CH:11]=[CH:10][CH:9]=[C:8]1[C:12]1[NH:13][C:14](=[O:26])[C:15]2[C:19]=1[C:18](=[O:20])[NH:17][C:16]=2[C:21]1[S:22][CH:23]=[CH:24][CH:25]=1.I[CH2:28][CH:29]([CH2:38][CH2:39][CH2:40][CH2:41][CH2:42][CH2:43][CH2:44][CH2:45][CH2:46][CH3:47])[CH2:30][CH2:31][CH2:32][CH2:33][CH2:34][CH2:35][CH2:36][CH3:37].O. The catalyst is CN(C)C=O. The product is [CH2:1]([CH:2]([CH2:5][CH2:40][CH2:39][CH2:38][CH2:29][CH2:30][CH2:31][CH2:32][CH2:33][CH3:34])[CH2:3][N:13]1[C:12]([C:8]2[S:7][CH:11]=[CH:10][CH:9]=2)=[C:19]2[C:15](=[C:16]([C:21]3[S:22][CH:23]=[CH:24][CH:25]=3)[N:17]([CH2:28][CH:29]([CH2:30][CH2:31][CH2:32][CH2:33][CH2:34][CH2:35][CH2:36][CH3:37])[CH2:38][CH2:39][CH2:40][CH2:41][CH2:42][CH2:43][CH2:44][CH2:45][CH2:46][CH3:47])[C:18]2=[O:20])[C:14]1=[O:26])[CH2:41][CH2:42][CH2:43][CH2:44][CH2:45][CH2:46][CH3:47]. The yield is 0.250. (4) The reactants are [Cl:1][C:2]1[N:7]=[C:6](Cl)[C:5]([Cl:9])=[CH:4][N:3]=1.O.[CH3:11][S-:12].[Na+].CCCCCC. The catalyst is C1COCC1.II. The product is [Cl:1][C:2]1[N:7]=[C:6]([S:12][CH3:11])[C:5]([Cl:9])=[CH:4][N:3]=1. The yield is 0.948. (5) The reactants are C1(P(C2C=CC=CC=2)C2C=CC=CC=2)C=CC=CC=1.BrN1C(=O)CCC1=O.[Cl:28][C:29]1[CH:30]=[C:31]([C@@H:39]([CH2:43][CH:44]2[CH2:48][CH2:47][CH2:46][CH2:45]2)[C:40]([OH:42])=O)[CH:32]=[CH:33][C:34]=1[S:35]([CH3:38])(=[O:37])=[O:36].[CH3:49][N:50]1[CH:54]=[CH:53][C:52]([NH2:55])=[N:51]1.N1C=CC=CC=1. The catalyst is C(Cl)Cl.O. The product is [Cl:28][C:29]1[CH:30]=[C:31]([C@@H:39]([CH2:43][CH:44]2[CH2:48][CH2:47][CH2:46][CH2:45]2)[C:40]([NH:55][C:52]2[CH:53]=[CH:54][N:50]([CH3:49])[N:51]=2)=[O:42])[CH:32]=[CH:33][C:34]=1[S:35]([CH3:38])(=[O:36])=[O:37]. The yield is 0.480.